This data is from Catalyst prediction with 721,799 reactions and 888 catalyst types from USPTO. The task is: Predict which catalyst facilitates the given reaction. (1) The catalyst class is: 39. Reactant: [CH3:1][CH:2]1[CH2:6][CH2:5][CH2:4][N:3]1[CH2:7][CH2:8][CH2:9][OH:10].[H-].[Na+].Cl[C:14]1[N:19]=[CH:18][C:17]([C:20]2[O:21][CH2:22][C:23]([CH2:26][OH:27])([CH3:25])[N:24]=2)=[CH:16][CH:15]=1. Product: [CH3:25][C:23]1([CH2:26][OH:27])[CH2:22][O:21][C:20]([C:17]2[CH:18]=[N:19][C:14]([O:10][CH2:9][CH2:8][CH2:7][N:3]3[CH2:4][CH2:5][CH2:6][CH:2]3[CH3:1])=[CH:15][CH:16]=2)=[N:24]1. (2) Reactant: C1(P(C2C=CC=CC=2)C2C=CC=CC=2)C=CC=CC=1.[C:20]([O:24][C:25]([N:27]1[CH2:32][CH2:31][CH:30]([OH:33])[CH2:29][CH2:28]1)=[O:26])([CH3:23])([CH3:22])[CH3:21].[CH2:34]([S:36][C:37]1[N:46]=[CH:45][C:44]2[C:39](=[CH:40][C:41](O)=[CH:42][CH:43]=2)[N:38]=1)[CH3:35]. Product: [CH2:34]([S:36][C:37]1[N:46]=[CH:45][C:44]2[C:39](=[CH:40][C:41]([O:33][CH:30]3[CH2:31][CH2:32][N:27]([C:25]([O:24][C:20]([CH3:23])([CH3:21])[CH3:22])=[O:26])[CH2:28][CH2:29]3)=[CH:42][CH:43]=2)[N:38]=1)[CH3:35]. The catalyst class is: 1. (3) Reactant: [C:1]([C:3]1[N:8]=[CH:7][C:6]([NH:9][C:10]([CH:12]2[NH:16][CH:15]([CH2:17][C:18]([CH3:21])([CH3:20])[CH3:19])[C:14]3([C:29]4[C:24](=[CH:25][C:26]([Cl:30])=[CH:27][CH:28]=4)[NH:23][C:22]3=[O:31])[CH:13]2[C:32]2[CH:37]=[CH:36][CH:35]=[C:34]([Cl:38])[C:33]=2[F:39])=[O:11])=[CH:5][N:4]=1)#[N:2].[OH:40]O.[OH-].[Na+]. Product: [C:1]([C:3]1[N:8]=[CH:7][C:6]([NH:9][C:10]([CH:12]2[NH:16][CH:15]([CH2:17][C:18]([CH3:21])([CH3:20])[CH3:19])[C:14]3([C:29]4[C:24](=[CH:25][C:26]([Cl:30])=[CH:27][CH:28]=4)[NH:23][C:22]3=[O:31])[CH:13]2[C:32]2[CH:37]=[CH:36][CH:35]=[C:34]([Cl:38])[C:33]=2[F:39])=[O:11])=[CH:5][N:4]=1)(=[O:40])[NH2:2]. The catalyst class is: 16. (4) Reactant: [C:1]([O:5][C:6]([N:8]1[CH2:13][CH2:12][CH:11]([C:14]([OH:16])=O)[CH2:10][CH2:9]1)=[O:7])([CH3:4])([CH3:3])[CH3:2].[CH3:17][N:18](C(ON1N=NC2C=CC=CC1=2)=[N+](C)C)C.[B-](F)(F)(F)F.C(N(CC)CC)C.CN. Product: [C:1]([O:5][C:6]([N:8]1[CH2:13][CH2:12][CH:11]([C:14](=[O:16])[NH:18][CH3:17])[CH2:10][CH2:9]1)=[O:7])([CH3:4])([CH3:3])[CH3:2]. The catalyst class is: 20.